From a dataset of Full USPTO retrosynthesis dataset with 1.9M reactions from patents (1976-2016). Predict the reactants needed to synthesize the given product. (1) Given the product [ClH:18].[F:12][C:9]([F:10])([F:11])[CH:8]([C:5]1[CH:6]=[CH:7][C:2]([NH:1][NH2:14])=[CH:3][CH:4]=1)[OH:13], predict the reactants needed to synthesize it. The reactants are: [NH2:1][C:2]1[CH:7]=[CH:6][C:5]([CH:8]([OH:13])[C:9]([F:12])([F:11])[F:10])=[CH:4][CH:3]=1.[N:14]([O-])=O.[Na+].[Cl:18][Sn]Cl.O. (2) Given the product [C:12]([C:16]1[CH:17]=[CH:18][C:19]([CH2:20][NH:21][CH2:25][CH2:24][C:2]2[CH:7]=[C:6]([CH:8]3[CH2:10][CH2:9]3)[CH:5]=[C:4]([Cl:11])[CH:3]=2)=[CH:28][CH:29]=1)([CH3:14])([CH3:13])[CH3:15], predict the reactants needed to synthesize it. The reactants are: Br[C:2]1[CH:7]=[C:6]([CH:8]2[CH2:10][CH2:9]2)[CH:5]=[C:4]([Cl:11])[CH:3]=1.[C:12]([C:16]1[CH:29]=[CH:28][C:19]([CH2:20][N:21]2[CH2:25][CH2:24]OS2(=O)=O)=[CH:18][CH:17]=1)([CH3:15])([CH3:14])[CH3:13]. (3) Given the product [CH3:1][CH:2]([CH3:12])[CH:3]([C:4]1[NH:5][CH2:13][CH2:14][N:15]=1)[C:6]1[CH:11]=[CH:10][CH:9]=[CH:8][CH:7]=1, predict the reactants needed to synthesize it. The reactants are: [CH3:1][CH:2]([CH3:12])[CH:3]([C:6]1[CH:11]=[CH:10][CH:9]=[CH:8][CH:7]=1)[C:4]#[N:5].[CH2:13](N)[CH2:14][NH2:15]. (4) Given the product [C:1]([O:5][C:6]([N:8]1[CH2:12][CH:11]=[CH:10][C@H:9]1[C:13]([O:15][CH2:22][C:23]1[CH:28]=[CH:27][CH:26]=[CH:25][CH:24]=1)=[O:14])=[O:7])([CH3:4])([CH3:2])[CH3:3], predict the reactants needed to synthesize it. The reactants are: [C:1]([O:5][C:6]([N:8]1[CH2:12][CH:11]=[CH:10][C@H:9]1[C:13]([OH:15])=[O:14])=[O:7])([CH3:4])([CH3:3])[CH3:2].C(=O)([O-])[O-].[Cs+].[Cs+].[CH2:22](Br)[C:23]1[CH:28]=[CH:27][CH:26]=[CH:25][CH:24]=1. (5) Given the product [CH:1]1([CH:7]2[CH2:19][C:18]3[C:17]4[C:12](=[CH:13][CH:14]=[C:15]([C:20]([N:29]([CH2:28][C:27]([NH:26][CH:23]5[CH2:25][CH2:24]5)=[O:31])[CH3:30])=[O:21])[CH:16]=4)[NH:11][C:10]=3[CH2:9][CH2:8]2)[CH2:2][CH2:3][CH2:4][CH2:5][CH2:6]1, predict the reactants needed to synthesize it. The reactants are: [CH:1]1([CH:7]2[CH2:19][C:18]3[C:17]4[C:12](=[CH:13][CH:14]=[C:15]([C:20](O)=[O:21])[CH:16]=4)[NH:11][C:10]=3[CH2:9][CH2:8]2)[CH2:6][CH2:5][CH2:4][CH2:3][CH2:2]1.[CH:23]1([NH:26][C:27](=[O:31])[CH2:28][NH:29][CH3:30])[CH2:25][CH2:24]1.CCN(C(C)C)C(C)C.CN(C(ON1N=NC2C=CC=NC1=2)=[N+](C)C)C.F[P-](F)(F)(F)(F)F.